From a dataset of Buchwald-Hartwig C-N cross coupling reaction yields with 55,370 reactions. Predict the reaction yield, written as a fraction of the theoretical maximum amount of product (1.0 means a 100% yield; for example, 0.34 means a 34% yield). The reactants are COc1ccc(Cl)cc1.Cc1ccc(N)cc1.O=S(=O)(O[Pd]1c2ccccc2-c2ccccc2N~1)C(F)(F)F.CC(C)c1cc(C(C)C)c(-c2ccccc2P(C2CCCCC2)C2CCCCC2)c(C(C)C)c1.CN1CCCN2CCCN=C12.CCOC(=O)c1cc(C)on1. No catalyst specified. The product is COc1ccc(Nc2ccc(C)cc2)cc1. The yield is 0.00828.